From a dataset of Forward reaction prediction with 1.9M reactions from USPTO patents (1976-2016). Predict the product of the given reaction. (1) Given the reactants [H-].[H-].[H-].[H-].[Li+].[Al+3].[CH3:7][C:8]1[C:13]([C:14](OCC)=[O:15])=[C:12]([CH3:19])[CH:11]=[CH:10][N:9]=1, predict the reaction product. The product is: [CH3:7][C:8]1[C:13]([CH2:14][OH:15])=[C:12]([CH3:19])[CH:11]=[CH:10][N:9]=1. (2) Given the reactants [NH2:1][C:2]1[C:11]2[C:6](=[CH:7][CH:8]=[C:9](OS(C(F)(F)F)(=O)=O)[CH:10]=2)[CH:5]=[CH:4][N:3]=1.C1(P(C2C=CC=CC=2)C2C=CC=CC=2)C=CC=CC=1.[CH3:39][N:40]1CCCC1=O, predict the reaction product. The product is: [NH2:1][C:2]1[C:11]2[C:6](=[CH:7][CH:8]=[C:9]([C:39]#[N:40])[CH:10]=2)[CH:5]=[CH:4][N:3]=1. (3) Given the reactants [C:1]([O:5][C:6](=[O:17])[NH:7][C:8]1[CH:13]=[CH:12][CH:11]=[CH:10][C:9]=1[C:14](=O)[CH3:15])([CH3:4])([CH3:3])[CH3:2].[BH4-].[Na+].N1C=CC=CC=1.S(Cl)([Cl:28])=O, predict the reaction product. The product is: [Cl:28][CH:14]([C:9]1[CH:10]=[CH:11][CH:12]=[CH:13][C:8]=1[NH:7][C:6](=[O:17])[O:5][C:1]([CH3:4])([CH3:3])[CH3:2])[CH3:15]. (4) Given the reactants [F:1][C:2]1[CH:3]=[C:4]([C:8]2[NH:13][C:12](=O)[C:11]([C:15]#[N:16])=[CH:10][C:9]=2[C:17]2[CH:22]=[CH:21][N:20]=[CH:19][N:18]=2)[CH:5]=[CH:6][CH:7]=1.P(Cl)(Cl)([Cl:25])=O, predict the reaction product. The product is: [Cl:25][C:12]1[N:13]=[C:8]([C:4]2[CH:5]=[CH:6][CH:7]=[C:2]([F:1])[CH:3]=2)[C:9]([C:17]2[CH:22]=[CH:21][N:20]=[CH:19][N:18]=2)=[CH:10][C:11]=1[C:15]#[N:16]. (5) Given the reactants [Br:1][C:2]1[CH:7]=[CH:6][C:5]([OH:8])=[CH:4][CH:3]=1.Br[CH2:10][CH2:11][N:12]1[C:16](=[O:17])[C:15]2=[CH:18][CH:19]=[CH:20][CH:21]=[C:14]2[C:13]1=[O:22].C(=O)([O-])[O-].[K+].[K+], predict the reaction product. The product is: [Br:1][C:2]1[CH:7]=[CH:6][C:5]([O:8][CH2:10][CH2:11][N:12]2[C:13](=[O:22])[C:14]3[C:15](=[CH:18][CH:19]=[CH:20][CH:21]=3)[C:16]2=[O:17])=[CH:4][CH:3]=1. (6) The product is: [I:1][C:2]1[CH:11]=[CH:10][C:9]([N:15]2[CH:16]=[CH:17][CH:18]=[CH:19][C:14]2=[O:13])=[CH:8][C:3]=1[C:4]([OH:6])=[O:5]. Given the reactants [I:1][C:2]1[CH:11]=[CH:10][C:9](I)=[CH:8][C:3]=1[C:4]([O:6]C)=[O:5].[OH:13][C:14]1[CH:19]=[CH:18][CH:17]=[CH:16][N:15]=1.OC1C=CC=C2C=1N=CC=C2.[O-]P([O-])([O-])=O.[K+].[K+].[K+], predict the reaction product. (7) Given the reactants [C:1]([NH:20][C@H:21]([C:31]([O:33][C:34]([CH3:37])([CH3:36])[CH3:35])=[O:32])[CH2:22][CH2:23][C:24]([O:26][C:27]([CH3:30])([CH3:29])[CH3:28])=[O:25])([C:14]1[CH:19]=[CH:18][CH:17]=[CH:16][CH:15]=1)([C:8]1[CH:13]=[CH:12][CH:11]=[CH:10][CH:9]=1)[C:2]1[CH:7]=[CH:6][CH:5]=[CH:4][CH:3]=1.C[Si]([N-][Si](C)(C)C)(C)C.[Li+].[CH2:48](Br)[CH:49]=[CH2:50], predict the reaction product. The product is: [CH2:50]([CH:23]([C:24]([O:26][C:27]([CH3:30])([CH3:28])[CH3:29])=[O:25])[CH2:22][C@@H:21]([C:31]([O:33][C:34]([CH3:37])([CH3:36])[CH3:35])=[O:32])[NH:20][C:1]([C:8]1[CH:13]=[CH:12][CH:11]=[CH:10][CH:9]=1)([C:14]1[CH:15]=[CH:16][CH:17]=[CH:18][CH:19]=1)[C:2]1[CH:7]=[CH:6][CH:5]=[CH:4][CH:3]=1)[CH:49]=[CH2:48].